Predict the reaction yield, written as a fraction of the theoretical maximum amount of product (1.0 means a 100% yield; for example, 0.34 means a 34% yield). From a dataset of Reaction yield outcomes from USPTO patents with 853,638 reactions. (1) The reactants are [Br:1][C:2]1[CH:3]=[C:4]2[C:9](=[CH:10][CH:11]=1)[N:8]=[CH:7][C:6]([N+:12]([O-])=O)=[C:5]2[NH:15][C:16]1[CH:21]=[CH:20][C:19]([N:22]2[CH2:27][CH2:26][CH:25]([C:28]([O:30][CH3:31])=[O:29])[CH2:24][CH2:23]2)=[C:18]([C:32]([F:35])([F:34])[F:33])[CH:17]=1.O.O.[Sn](Cl)Cl.C([O-])(O)=O.[Na+]. The catalyst is O1CCOCC1. The product is [NH2:12][C:6]1[CH:7]=[N:8][C:9]2[C:4]([C:5]=1[NH:15][C:16]1[CH:21]=[CH:20][C:19]([N:22]3[CH2:23][CH2:24][CH:25]([C:28]([O:30][CH3:31])=[O:29])[CH2:26][CH2:27]3)=[C:18]([C:32]([F:33])([F:35])[F:34])[CH:17]=1)=[CH:3][C:2]([Br:1])=[CH:11][CH:10]=2. The yield is 0.730. (2) The reactants are [N:1]1[CH:6]=[CH:5][CH:4]=[CH:3][CH:2]=1.ClC(Cl)(O[C:11](=[O:17])[O:12][C:13](Cl)(Cl)Cl)Cl.O[CH2:20][C:21]1(C)[O:25][C:24]2=[N:26][C:27]([N+:29]([O-:31])=[O:30])=[CH:28][N:23]2[CH2:22]1.N1CCCCC1.Cl. The catalyst is C(Cl)Cl. The product is [N:1]1([C:11]([O:12][CH2:13][C:21]2([CH3:20])[O:25][C:24]3=[N:26][C:27]([N+:29]([O-:31])=[O:30])=[CH:28][N:23]3[CH2:22]2)=[O:17])[CH2:6][CH2:5][CH2:4][CH2:3][CH2:2]1. The yield is 0.140. (3) The reactants are [OH-].[Li+].[Br:3][C:4]1[N:5]([C:17]2[C:26]3[C:21](=[CH:22][CH:23]=[CH:24][CH:25]=3)[C:20]([CH:27]3[CH2:29][CH2:28]3)=[CH:19][CH:18]=2)[C:6]([S:9]CCC(OCC)=O)=[N:7][N:8]=1.Cl. The catalyst is C1COCC1.CO. The product is [Br:3][C:4]1[N:5]([C:17]2[C:26]3[C:21](=[CH:22][CH:23]=[CH:24][CH:25]=3)[C:20]([CH:27]3[CH2:29][CH2:28]3)=[CH:19][CH:18]=2)[C:6]([SH:9])=[N:7][N:8]=1. The yield is 0.780.